The task is: Predict the reactants needed to synthesize the given product.. This data is from Full USPTO retrosynthesis dataset with 1.9M reactions from patents (1976-2016). Given the product [C:20]([C:23]1[CH:27]=[C:26]([C:28]([NH:1][CH2:2][C@@H:3]([N:5]2[CH:9]=[CH:8][C:7]([C:10]3[CH:17]=[C:16]([F:18])[C:13]([C:14]#[N:15])=[C:12]([F:19])[CH:11]=3)=[N:6]2)[CH3:4])=[O:29])[NH:25][N:24]=1)(=[O:22])[CH3:21], predict the reactants needed to synthesize it. The reactants are: [NH2:1][CH2:2][C@@H:3]([N:5]1[CH:9]=[CH:8][C:7]([C:10]2[CH:17]=[C:16]([F:18])[C:13]([C:14]#[N:15])=[C:12]([F:19])[CH:11]=2)=[N:6]1)[CH3:4].[C:20]([C:23]1[CH:27]=[C:26]([C:28](O)=[O:29])[NH:25][N:24]=1)(=[O:22])[CH3:21].